The task is: Regression. Given a peptide amino acid sequence and an MHC pseudo amino acid sequence, predict their binding affinity value. This is MHC class II binding data.. This data is from Peptide-MHC class II binding affinity with 134,281 pairs from IEDB. The peptide sequence is YKKFLANVSTVLTGK. The MHC is DRB1_1602 with pseudo-sequence DRB1_1602. The binding affinity (normalized) is 0.798.